From a dataset of Forward reaction prediction with 1.9M reactions from USPTO patents (1976-2016). Predict the product of the given reaction. (1) Given the reactants [O:1]1[CH2:6][CH2:5][N:4]([C:7]([CH:9]2[CH2:14][CH2:13][NH:12][CH2:11][CH2:10]2)=[O:8])[CH2:3][CH2:2]1.[Cl:15][C:16]1[CH:17]=[N:18][CH:19]=[C:20]([Cl:23])[C:21]=1Cl.C(N(CC)CC)C, predict the reaction product. The product is: [Cl:15][C:16]1[CH:17]=[N:18][CH:19]=[C:20]([Cl:23])[C:21]=1[N:12]1[CH2:13][CH2:14][CH:9]([C:7]([N:4]2[CH2:3][CH2:2][O:1][CH2:6][CH2:5]2)=[O:8])[CH2:10][CH2:11]1. (2) Given the reactants [CH:1]1([CH2:4][N:5]([CH2:18][CH2:19][CH2:20][OH:21])[C:6]2[CH:13]=[CH:12][C:9]([C:10]#[N:11])=[C:8]([C:14]([F:17])([F:16])[F:15])[CH:7]=2)[CH2:3][CH2:2]1.O[C:23]1[CH:30]=[CH:29][C:26]([CH:27]=[O:28])=[CH:25][CH:24]=1, predict the reaction product. The product is: [CH:1]1([CH2:4][N:5]([CH2:18][CH2:19][CH2:20][O:21][C:23]2[CH:30]=[CH:29][C:26]([CH2:27][OH:28])=[CH:25][CH:24]=2)[C:6]2[CH:13]=[CH:12][C:9]([C:10]#[N:11])=[C:8]([C:14]([F:16])([F:17])[F:15])[CH:7]=2)[CH2:2][CH2:3]1. (3) Given the reactants FC(F)(F)C(O)=O.[CH3:8][C:9]([CH3:45])([CH2:43][CH3:44])[CH2:10][C:11]1[N:12]=[C:13]([CH:23]([NH:38][S:39]([CH3:42])(=[O:41])=[O:40])[CH2:24][C:25]2[CH:30]=[CH:29][C:28]([C:31]3[CH:36]=[CH:35][C:34]([F:37])=[CH:33][N:32]=3)=[CH:27][CH:26]=2)[N:14](C(OC(C)(C)C)=O)[CH:15]=1, predict the reaction product. The product is: [CH3:8][C:9]([CH3:45])([CH2:43][CH3:44])[CH2:10][C:11]1[N:12]=[C:13]([CH:23]([NH:38][S:39]([CH3:42])(=[O:40])=[O:41])[CH2:24][C:25]2[CH:30]=[CH:29][C:28]([C:31]3[CH:36]=[CH:35][C:34]([F:37])=[CH:33][N:32]=3)=[CH:27][CH:26]=2)[NH:14][CH:15]=1. (4) Given the reactants [F:1][C:2]1[C:7]([C:8]2[CH:13]=[CH:12][CH:11]=[C:10]([C:14](=[O:16])[CH3:15])[CH:9]=2)=[C:6]([N+:17]([O-])=O)[CH:5]=[CH:4][CH:3]=1.[C:20]1(P(C2C=CC=CC=2)C2C=CC=CC=2)[CH:25]=CC=C[CH:21]=1, predict the reaction product. The product is: [F:1][C:2]1[CH:3]=[CH:4][CH:5]=[C:6]2[C:7]=1[C:8]1[CH:9]=[C:10]([C:14](=[O:16])[CH3:15])[CH:11]=[CH:12][C:13]=1[N:17]2[CH2:21][CH2:20][CH3:25].